Predict the product of the given reaction. From a dataset of Forward reaction prediction with 1.9M reactions from USPTO patents (1976-2016). (1) Given the reactants [CH:1]([C:3]1[CH:11]=[CH:10][C:6]([C:7]([OH:9])=O)=[CH:5][C:4]=1[N+:12]([O-:14])=[O:13])=[O:2].CN(C)C=O.[NH:20]1[C:28]2[C:23](=[CH:24][CH:25]=[CH:26][CH:27]=2)[CH2:22][CH2:21]1.C(N(C(C)C)C(C)C)C.C(=O)([O-])O.[Na+], predict the reaction product. The product is: [N:20]1([C:7]([C:6]2[CH:10]=[CH:11][C:3]([CH:1]=[O:2])=[C:4]([N+:12]([O-:14])=[O:13])[CH:5]=2)=[O:9])[C:28]2[C:23](=[CH:24][CH:25]=[CH:26][CH:27]=2)[CH2:22][CH2:21]1. (2) Given the reactants [CH3:1][C:2]1[N:7]=[C:6]([NH2:8])[C:5]([C:9]([F:12])([F:11])[F:10])=[CH:4][CH:3]=1.OO.O.C(=O)(O)[O-].[Na+].[ClH:21], predict the reaction product. The product is: [Cl:21][C:3]1[CH:4]=[C:5]([C:9]([F:12])([F:10])[F:11])[C:6]([NH2:8])=[N:7][C:2]=1[CH3:1]. (3) Given the reactants [NH2:1][C:2]1[C:7]([N+:8]([O-:10])=[O:9])=[CH:6][CH:5]=[CH:4][C:3]=1[OH:11].[C:12]([O-])([O-])=O.[K+].[K+].IC, predict the reaction product. The product is: [NH2:1][C:2]1[C:7]([N+:8]([O-:10])=[O:9])=[CH:6][CH:5]=[CH:4][C:3]=1[O:11][CH3:12]. (4) Given the reactants [CH3:1][C:2]1[C:25]([CH3:26])=[CH:24][CH:23]=[CH:22][C:3]=1[O:4][C@@H:5]1[CH2:10][CH2:9][N:8](C(OCC2C=CC=CC=2)=O)[CH2:7][C@H:6]1[OH:21].[H][H].C(OCC)C, predict the reaction product. The product is: [CH3:1][C:2]1[C:25]([CH3:26])=[CH:24][CH:23]=[CH:22][C:3]=1[O:4][C@@H:5]1[CH2:10][CH2:9][NH:8][CH2:7][C@H:6]1[OH:21].